This data is from Forward reaction prediction with 1.9M reactions from USPTO patents (1976-2016). The task is: Predict the product of the given reaction. The product is: [CH3:13][C:9]1([CH3:12])[O:8][C@@H:7]([CH2:6][N:25]2[CH:26]=[C:22]([B:17]3[O:16][C:15]([CH3:27])([CH3:14])[C:19]([CH3:21])([CH3:20])[O:18]3)[CH:23]=[N:24]2)[CH2:11][O:10]1. Given the reactants CS(O[CH2:6][C@H:7]1[CH2:11][O:10][C:9]([CH3:13])([CH3:12])[O:8]1)(=O)=O.[CH3:14][C:15]1([CH3:27])[C:19]([CH3:21])([CH3:20])[O:18][B:17]([C:22]2[CH:23]=[N:24][NH:25][CH:26]=2)[O:16]1.[H-].[Na+], predict the reaction product.